Task: Predict the reactants needed to synthesize the given product.. Dataset: Full USPTO retrosynthesis dataset with 1.9M reactions from patents (1976-2016) (1) Given the product [Cl:1][C:2]1[CH:3]=[CH:4][C:5]([C:8]2[CH:19]=[C:11]3[N:12]=[CH:13][C:14]([NH2:16])=[CH:15][N:10]3[N:9]=2)=[CH:6][CH:7]=1, predict the reactants needed to synthesize it. The reactants are: [Cl:1][C:2]1[CH:7]=[CH:6][C:5]([C:8]2[CH:19]=[C:11]3[N:12]=[CH:13][C:14]([N+:16]([O-])=O)=[CH:15][N:10]3[N:9]=2)=[CH:4][CH:3]=1. (2) The reactants are: C1(P(=O)(C2C=CC=CC=2)C2C=CC=CC=2)C=CC=CC=1.FC(F)(F)S(OS(C(F)(F)F)(=O)=O)(=O)=O.C([S:43][CH:44]([CH:74]([O:77][CH3:78])[O:75][CH3:76])[CH2:45][NH:46][C:47]([C:49]1[NH:50][C:51]2[C:56]([CH:57]=1)=[CH:55][C:54]([O:58][CH2:59][CH2:60][O:61][CH3:62])=[CH:53][C:52]=2[N:63]([CH3:73])[S:64]([C:67]1[N:68]([CH3:72])[CH:69]=[CH:70][N:71]=1)(=[O:66])=[O:65])=O)C1C=CC=CC=1.C1(SC)C=CC=CC=1. Given the product [CH3:78][O:77][CH:74]([O:75][CH3:76])[CH:44]1[S:43][C:47]([C:49]2[NH:50][C:51]3[C:56]([CH:57]=2)=[CH:55][C:54]([O:58][CH2:59][CH2:60][O:61][CH3:62])=[CH:53][C:52]=3[N:63]([CH3:73])[S:64]([C:67]2[N:68]([CH3:72])[CH:69]=[CH:70][N:71]=2)(=[O:66])=[O:65])=[N:46][CH2:45]1, predict the reactants needed to synthesize it. (3) The reactants are: [CH3:1][O:2][C:3]1[C:12]([NH:13][C:14](=[O:18])OCC)=[N:11][C:10]2[C:5](=[CH:6][CH:7]=[C:8]([O:19][CH3:20])[CH:9]=2)[N:4]=1.[Cl:21][C:22]1[CH:27]=[CH:26][C:25]([N:28]2[CH2:33][CH2:32][NH:31][CH2:30][CH2:29]2)=[CH:24][CH:23]=1. Given the product [CH3:1][O:2][C:3]1[C:12]([NH:13][C:14]([N:31]2[CH2:30][CH2:29][N:28]([C:25]3[CH:24]=[CH:23][C:22]([Cl:21])=[CH:27][CH:26]=3)[CH2:33][CH2:32]2)=[O:18])=[N:11][C:10]2[C:5](=[CH:6][CH:7]=[C:8]([O:19][CH3:20])[CH:9]=2)[N:4]=1, predict the reactants needed to synthesize it. (4) Given the product [NH2:32][C:27]1([CH2:30][CH3:31])[CH2:28][CH2:29][CH:24]([O:23][C:14]2[C:13]3[C:12]4[C@@H:11]([CH2:10][CH2:9][OH:8])[CH2:22][CH2:21][C:20]=4[S:19][C:18]=3[N:17]=[CH:16][N:15]=2)[CH2:25][CH2:26]1, predict the reactants needed to synthesize it. The reactants are: [Si]([O:8][CH2:9][CH2:10][C@H:11]1[CH2:22][CH2:21][C:20]2[S:19][C:18]3[N:17]=[CH:16][N:15]=[C:14]([O:23][CH:24]4[CH2:29][CH2:28][C:27]([NH:32]C(=O)OC(C)(C)C)([CH2:30][CH3:31])[CH2:26][CH2:25]4)[C:13]=3[C:12]1=2)(C(C)(C)C)(C)C.Cl.